Dataset: Full USPTO retrosynthesis dataset with 1.9M reactions from patents (1976-2016). Task: Predict the reactants needed to synthesize the given product. Given the product [Cl:1][C:2]1[CH:18]=[CH:17][C:5]2[CH2:6][CH2:7][N:8]([C:11](=[O:16])[C:12]([F:15])([F:14])[F:13])[CH2:9][CH2:10][C:4]=2[C:3]=1[NH:82][CH2:81][C:80]1[CH:83]=[CH:84][C:77]([CH2:76][CH2:75][C:74]([CH3:86])([CH3:85])[CH3:73])=[CH:78][CH:79]=1, predict the reactants needed to synthesize it. The reactants are: [Cl:1][C:2]1[CH:18]=[CH:17][C:5]2[CH2:6][CH2:7][N:8]([C:11](=[O:16])[C:12]([F:15])([F:14])[F:13])[CH2:9][CH2:10][C:4]=2[C:3]=1OS(C(F)(F)F)(=O)=O.C1C=CC(P(C2C(C3C(P(C4C=CC=CC=4)C4C=CC=CC=4)=CC=C4C=3C=CC=C4)=C3C(C=CC=C3)=CC=2)C2C=CC=CC=2)=CC=1.[CH3:73][C:74]([CH3:86])([CH3:85])[CH2:75][CH2:76][C:77]1[CH:84]=[CH:83][C:80]([CH2:81][NH2:82])=[CH:79][CH:78]=1.C(=O)([O-])[O-].[Cs+].[Cs+].